From a dataset of Catalyst prediction with 721,799 reactions and 888 catalyst types from USPTO. Predict which catalyst facilitates the given reaction. (1) Reactant: [CH:1]([I:4])(I)I.[CH3:5][C:6]([CH3:24])([Si:8]([CH3:23])([CH3:22])[O:9][CH:10]([CH:20]=O)[CH2:11][O:12][Si:13]([CH3:19])([CH3:18])[C:14]([CH3:17])([CH3:16])[CH3:15])[CH3:7]. Product: [I:4]/[CH:1]=[CH:20]/[CH:10]([CH2:11][O:12][Si:13]([CH3:19])([CH3:18])[C:14]([CH3:17])([CH3:16])[CH3:15])[O:9][Si:8]([CH3:23])([CH3:22])[C:6]([CH3:24])([CH3:7])[CH3:5]. The catalyst class is: 1. (2) The catalyst class is: 92. Product: [ClH:40].[CH3:39][N:37]([CH3:38])[CH2:36][CH2:35][N:27]1[C:28]2[C:33](=[CH:32][CH:31]=[C:30]([CH3:34])[CH:29]=2)[C:25]([C:22]2[N:23]=[C:24]3[C:16]([C:14]([NH:13][C:10]([CH3:11])([CH3:12])[CH2:9][OH:8])=[O:15])=[CH:17][NH:18][C:19]3=[N:20][CH:21]=2)=[N:26]1. Reactant: [Si]([O:8][CH2:9][C:10]([NH:13][C:14]([C:16]1[C:24]2[C:19](=[N:20][CH:21]=[C:22]([C:25]3[C:33]4[C:28](=[CH:29][C:30]([CH3:34])=[CH:31][CH:32]=4)[N:27]([CH2:35][CH2:36][N:37]([CH3:39])[CH3:38])[N:26]=3)[N:23]=2)[NH:18][CH:17]=1)=[O:15])([CH3:12])[CH3:11])(C(C)(C)C)(C)C.[ClH:40]. (3) Reactant: [NH2:1][C:2]([NH:4][C:5]1[O:9][C:8]([C@@H:10]([NH:15]C(=O)OC(C)(C)C)[C:11]([CH3:14])([CH3:13])[CH3:12])=[N:7][N:6]=1)=[O:3].[ClH:23]. Product: [ClH:23].[NH2:15][C@H:10]([C:8]1[O:9][C:5]([NH:4][C:2]([NH2:1])=[O:3])=[N:6][N:7]=1)[C:11]([CH3:13])([CH3:14])[CH3:12]. The catalyst class is: 12. (4) Reactant: [H-].[Na+].[CH3:3]CCCCC.[CH3:9][C:10]1[S:11][CH:12]=[C:13]([C:15]#[C:16][C:17]2[CH:18]=[C:19]([CH2:23][OH:24])[CH:20]=[N:21][CH:22]=2)[N:14]=1. Product: [CH3:3][O:24][CH2:23][C:19]1[CH:20]=[N:21][CH:22]=[C:17]([C:16]#[C:15][C:13]2[N:14]=[C:10]([CH3:9])[S:11][CH:12]=2)[CH:18]=1. The catalyst class is: 182. (5) Reactant: [CH3:1][C@H:2]1[CH2:7][NH:6][CH2:5][CH2:4][N:3]1[C:8]([O:10][C:11]([CH3:14])([CH3:13])[CH3:12])=[O:9].F[C:16]1[CH:23]=[CH:22][C:19]([C:20]#[N:21])=[CH:18][CH:17]=1.C([O-])([O-])=O.[K+].[K+]. Product: [C:20]([C:19]1[CH:22]=[CH:23][C:16]([N:6]2[CH2:5][CH2:4][N:3]([C:8]([O:10][C:11]([CH3:13])([CH3:12])[CH3:14])=[O:9])[C@@H:2]([CH3:1])[CH2:7]2)=[CH:17][CH:18]=1)#[N:21]. The catalyst class is: 425. (6) Reactant: [CH2:1]([NH:3][CH2:4][CH3:5])[CH3:2].[Br:6][C:7]1[CH:15]=[C:11]([C:12]([OH:14])=O)[C:10]([OH:16])=[CH:9][CH:8]=1.C(Cl)CCl.C1C=NC2N(O)N=NC=2C=1. Product: [Br:6][C:7]1[CH:8]=[CH:9][C:10]([OH:16])=[C:11]([CH:15]=1)[C:12]([N:3]([CH2:4][CH3:5])[CH2:1][CH3:2])=[O:14]. The catalyst class is: 3.